Dataset: Catalyst prediction with 721,799 reactions and 888 catalyst types from USPTO. Task: Predict which catalyst facilitates the given reaction. (1) Reactant: FC(F)(F)C(O)=O.[NH2:8][CH:9]1[C:17]2[C:12](=[CH:13][CH:14]=[CH:15][CH:16]=2)[CH2:11][CH:10]1[NH:18][C:19]([C:21]1[NH:22][C:23]2[C:28]([CH:29]=1)=[CH:27][C:26]([Cl:30])=[CH:25][CH:24]=2)=[O:20].[CH3:31][CH2:32][N:33](C(C)C)C(C)C.BrCC#N.CCOC(C)=O. Product: [Cl:30][C:26]1[CH:27]=[C:28]2[C:23](=[CH:24][CH:25]=1)[NH:22][C:21]([C:19]([NH:18][CH:10]1[CH2:11][C:12]3[C:17](=[CH:16][CH:15]=[CH:14][CH:13]=3)[CH:9]1[NH:8][CH2:31][C:32]#[N:33])=[O:20])=[CH:29]2. The catalyst class is: 10. (2) Reactant: [C:1]([O:5][C:6](=[O:38])[NH:7][CH:8]([C:32]1[CH:37]=[CH:36][CH:35]=[CH:34][CH:33]=1)[C:9]([NH:11][NH:12][C:13]([C@@H:15]1[CH2:21][CH2:20][C@@H:19]2[CH2:22][N:16]1[C:17](=[O:31])[N:18]2[O:23]CC1C=CC=CC=1)=[O:14])=[O:10])([CH3:4])([CH3:3])[CH3:2]. Product: [C:1]([O:5][C:6](=[O:38])[NH:7][CH:8]([C:32]1[CH:37]=[CH:36][CH:35]=[CH:34][CH:33]=1)[C:9]([NH:11][NH:12][C:13]([C@@H:15]1[CH2:21][CH2:20][C@@H:19]2[CH2:22][N:16]1[C:17](=[O:31])[N:18]2[OH:23])=[O:14])=[O:10])([CH3:4])([CH3:2])[CH3:3]. The catalyst class is: 19. (3) Reactant: Cl.O1CCO[CH:3]1[CH2:7][C:8]1[CH:9]=[C:10]2[C:15](=[CH:16][CH:17]=1)[C:14](=[O:18])[O:13][CH:12]([CH3:19])[CH2:11]2.[C:20]([N:27]1[CH2:32][CH2:31][NH:30][CH2:29][CH2:28]1)([O:22][C:23]([CH3:26])([CH3:25])[CH3:24])=[O:21].C(O[BH-](OC(=O)C)OC(=O)C)(=O)C.[Na+]. Product: [CH3:19][CH:12]1[CH2:11][C:10]2[C:15](=[CH:16][CH:17]=[C:8]([CH2:7][CH2:3][N:30]3[CH2:29][CH2:28][N:27]([C:20]([O:22][C:23]([CH3:26])([CH3:25])[CH3:24])=[O:21])[CH2:32][CH2:31]3)[CH:9]=2)[C:14](=[O:18])[O:13]1. The catalyst class is: 12. (4) Reactant: [Br:1][C:2]1[CH:3]=[C:4]([C:8]2([NH:11][CH2:12][C@@H:13]([OH:32])[C@@H:14]([NH:24][C:25](=O)[O:26]C(C)(C)C)[CH2:15][C:16]3[CH:21]=[C:20]([F:22])[CH:19]=[C:18]([F:23])[CH:17]=3)[CH2:10][CH2:9]2)[CH:5]=[CH:6][CH:7]=1.F[C:34](F)(F)C(O)=O.C1(C)C=CC=CC=1. Product: [Br:1][C:2]1[CH:3]=[C:4]([C:8]2([NH:11][CH2:12][C@@H:13]([OH:32])[C@@H:14]([NH:24][C:25](=[O:26])[CH3:34])[CH2:15][C:16]3[CH:21]=[C:20]([F:22])[CH:19]=[C:18]([F:23])[CH:17]=3)[CH2:9][CH2:10]2)[CH:5]=[CH:6][CH:7]=1. The catalyst class is: 4. (5) Reactant: [CH:1]1([C:4](=O)[CH2:5][C:6](=O)[C:7]([F:10])([F:9])[F:8])[CH2:3][CH2:2]1.Cl.[Br:14][C:15]1[CH:20]=[CH:19][C:18]([NH:21][NH2:22])=[CH:17][CH:16]=1. Product: [Br:14][C:15]1[CH:20]=[CH:19][C:18]([N:21]2[C:4]([CH:1]3[CH2:3][CH2:2]3)=[CH:5][C:6]([C:7]([F:10])([F:9])[F:8])=[N:22]2)=[CH:17][CH:16]=1. The catalyst class is: 52. (6) Reactant: [Br:1][C:2]1[CH:7]=[CH:6][C:5]([C:8]2[CH:13]=[CH:12][C:11]([CH2:14][OH:15])=[CH:10][CH:9]=2)=[CH:4][CH:3]=1.N1C=CN=C1.[C:21]([Si:25]([CH3:28])([CH3:27])Cl)([CH3:24])([CH3:23])[CH3:22].O. Product: [Br:1][C:2]1[CH:3]=[CH:4][C:5]([C:8]2[CH:13]=[CH:12][C:11]([CH2:14][O:15][Si:25]([C:21]([CH3:24])([CH3:23])[CH3:22])([CH3:28])[CH3:27])=[CH:10][CH:9]=2)=[CH:6][CH:7]=1. The catalyst class is: 7. (7) Reactant: [CH3:1][N:2]([CH3:44])[CH2:3][CH2:4][O:5][C:6]1[CH:7]=[C:8]2[C:13](=[CH:14][C:15]=1[O:16][CH3:17])[N:12]=[C:11]([C:18]1[CH:23]=[CH:22][CH:21]=[C:20]([N+:24]([O-])=O)[CH:19]=1)[N:10]=[C:9]2[NH:27][C:28]1[CH:29]=[C:30]2[C:34](=[CH:35][CH:36]=1)[N:33]([C:37]([O:39][C:40]([CH3:43])([CH3:42])[CH3:41])=[O:38])[N:32]=[CH:31]2.[H][H]. Product: [NH2:24][C:20]1[CH:19]=[C:18]([C:11]2[N:10]=[C:9]([NH:27][C:28]3[CH:29]=[C:30]4[C:34](=[CH:35][CH:36]=3)[N:33]([C:37]([O:39][C:40]([CH3:42])([CH3:43])[CH3:41])=[O:38])[N:32]=[CH:31]4)[C:8]3[C:13](=[CH:14][C:15]([O:16][CH3:17])=[C:6]([O:5][CH2:4][CH2:3][N:2]([CH3:1])[CH3:44])[CH:7]=3)[N:12]=2)[CH:23]=[CH:22][CH:21]=1. The catalyst class is: 19.